The task is: Regression/Classification. Given a drug SMILES string, predict its absorption, distribution, metabolism, or excretion properties. Task type varies by dataset: regression for continuous measurements (e.g., permeability, clearance, half-life) or binary classification for categorical outcomes (e.g., BBB penetration, CYP inhibition). For this dataset (solubility_aqsoldb), we predict Y.. This data is from Aqueous solubility values for 9,982 compounds from the AqSolDB database. The molecule is CC1=CS(=O)(=O)c2ccccc21. The Y is -2.67 log mol/L.